From a dataset of NCI-60 drug combinations with 297,098 pairs across 59 cell lines. Regression. Given two drug SMILES strings and cell line genomic features, predict the synergy score measuring deviation from expected non-interaction effect. Drug 1: CC1=C(C(CCC1)(C)C)C=CC(=CC=CC(=CC(=O)O)C)C. Drug 2: C1CN(P(=O)(OC1)NCCCl)CCCl. Cell line: BT-549. Synergy scores: CSS=-3.59, Synergy_ZIP=2.32, Synergy_Bliss=-0.922, Synergy_Loewe=-6.10, Synergy_HSA=-5.95.